Task: Predict which catalyst facilitates the given reaction.. Dataset: Catalyst prediction with 721,799 reactions and 888 catalyst types from USPTO (1) Reactant: [C:1]([CH:5]1[N:14]2[C:9](=[CH:10][C:11](=[O:20])[C:12]([C:15]([O:17]CC)=[O:16])=[CH:13]2)[C:8]2[CH:21]=[C:22]([O:33][CH3:34])[C:23]([O:25][CH2:26][CH2:27][CH2:28][CH2:29][CH2:30][CH2:31][OH:32])=[CH:24][C:7]=2[CH2:6]1)([CH3:4])([CH3:3])[CH3:2].CO.O[Li].O. Product: [C:1]([CH:5]1[N:14]2[C:9](=[CH:10][C:11](=[O:20])[C:12]([C:15]([OH:17])=[O:16])=[CH:13]2)[C:8]2[CH:21]=[C:22]([O:33][CH3:34])[C:23]([O:25][CH2:26][CH2:27][CH2:28][CH2:29][CH2:30][CH2:31][OH:32])=[CH:24][C:7]=2[CH2:6]1)([CH3:4])([CH3:2])[CH3:3]. The catalyst class is: 6. (2) Reactant: [O:1]([C:8]1[CH:13]=[CH:12][C:11]([C:14]2[C:22]3[C:17](=[N:18][CH:19]=[N:20][C:21]=3[NH2:23])[NH:16][N:15]=2)=[CH:10][CH:9]=1)[C:2]1[CH:7]=[CH:6][CH:5]=[CH:4][CH:3]=1.O[CH:25]1[CH2:28][C:27]2([CH2:33][CH2:32][CH2:31][N:30]([C:34]([O:36][CH2:37][C:38]3[CH:43]=[CH:42][CH:41]=[CH:40][CH:39]=3)=[O:35])[CH2:29]2)[CH2:26]1.C1C=CC(P(C2C=CC=CC=2)C2C=CC=CC=2)=CC=1.CC(OC(/N=N/C(OC(C)C)=O)=O)C. Product: [NH2:23][C:21]1[N:20]=[CH:19][N:18]=[C:17]2[N:16]([CH:25]3[CH2:28][C:27]4([CH2:33][CH2:32][CH2:31][N:30]([C:34]([O:36][CH2:37][C:38]5[CH:43]=[CH:42][CH:41]=[CH:40][CH:39]=5)=[O:35])[CH2:29]4)[CH2:26]3)[N:15]=[C:14]([C:11]3[CH:12]=[CH:13][C:8]([O:1][C:2]4[CH:7]=[CH:6][CH:5]=[CH:4][CH:3]=4)=[CH:9][CH:10]=3)[C:22]=12. The catalyst class is: 1. (3) Reactant: C([C:3]1[CH:4]=[CH:5][C:6]2[N:10]=[N:9][N:8]([CH2:11][CH2:12][CH2:13][CH2:14]Cl)[C:7]=2[CH:16]=1)#N.[F:17][C:18]([F:32])([F:31])[C:19]1[CH:20]=[C:21]([CH:25]2[CH2:30][CH2:29]CN[CH2:26]2)[CH:22]=[CH:23][CH:24]=1.[CH:33]([N:36](C(C)C)CC)(C)C.[I-].[K+]. Product: [N:8]1([CH2:11][CH2:12][CH2:13][CH2:14][N:36]2[CH2:33][CH2:26][CH:25]([C:21]3[CH:22]=[CH:23][CH:24]=[C:19]([C:18]([F:17])([F:31])[F:32])[CH:20]=3)[CH2:30][CH2:29]2)[C:7]2[CH:16]=[CH:3][CH:4]=[CH:5][C:6]=2[N:10]=[N:9]1. The catalyst class is: 10. (4) Reactant: CO[C:3]([C:5]1[C:6]([OH:30])=[C:7]2[C:12](=[CH:13][N:14]=1)[N:11]([C@H:15]([C:17]1[CH:22]=[CH:21][CH:20]=[CH:19][CH:18]=1)[CH3:16])[C:10](=[O:23])[C:9]([C:24]1[CH:29]=[CH:28][CH:27]=[CH:26][CH:25]=1)=[CH:8]2)=[O:4].[NH2:31][CH2:32][CH2:33][CH2:34][C:35]([OH:37])=[O:36].C[O-].[Na+]. Product: [OH:30][C:6]1[C:5]([C:3]([NH:31][CH2:32][CH2:33][CH2:34][C:35]([OH:37])=[O:36])=[O:4])=[N:14][CH:13]=[C:12]2[C:7]=1[CH:8]=[C:9]([C:24]1[CH:25]=[CH:26][CH:27]=[CH:28][CH:29]=1)[C:10](=[O:23])[N:11]2[C@H:15]([C:17]1[CH:22]=[CH:21][CH:20]=[CH:19][CH:18]=1)[CH3:16]. The catalyst class is: 250.